From a dataset of CYP3A4 inhibition data for predicting drug metabolism from PubChem BioAssay. Regression/Classification. Given a drug SMILES string, predict its absorption, distribution, metabolism, or excretion properties. Task type varies by dataset: regression for continuous measurements (e.g., permeability, clearance, half-life) or binary classification for categorical outcomes (e.g., BBB penetration, CYP inhibition). Dataset: cyp3a4_veith. (1) The result is 1 (inhibitor). The compound is O=C(CSCc1cccc(Cl)c1)NCc1ccc2c(c1)OCO2. (2) The compound is N[C@@H](CSC(=O)c1ccccc1)C(=O)O. The result is 0 (non-inhibitor).